From a dataset of Full USPTO retrosynthesis dataset with 1.9M reactions from patents (1976-2016). Predict the reactants needed to synthesize the given product. (1) Given the product [C:11]([O:15][C:16]([N:18]1[CH2:22][CH2:21][C:20](=[O:23])[CH2:19]1)=[O:17])([CH3:14])([CH3:12])[CH3:13], predict the reactants needed to synthesize it. The reactants are: C(Cl)(=O)C(Cl)=O.CS(C)=O.[C:11]([O:15][C:16]([N:18]1[CH2:22][CH2:21][CH:20]([OH:23])[CH2:19]1)=[O:17])([CH3:14])([CH3:13])[CH3:12].CCN(C(C)C)C(C)C. (2) Given the product [CH3:1][N:2]1[C:6]2[CH:7]=[C:8]3[C:13](=[CH:14][C:5]=2[N:4]([CH3:16])[C:3]1=[O:17])[C:12](=[O:15])[CH:11]([C:18]([O:21][CH2:26][CH3:27])=[O:20])[CH2:10][CH2:9]3, predict the reactants needed to synthesize it. The reactants are: [CH3:1][N:2]1[C:6]2[CH:7]=[C:8]3[C:13](=[CH:14][C:5]=2[N:4]([CH3:16])[C:3]1=[O:17])[C:12](=[O:15])[CH2:11][CH2:10][CH2:9]3.[C:18]([OH:21])(=[O:20])C.[H-].[Na+].O.O1CC[CH2:27][CH2:26]1. (3) Given the product [Cl:1][C:2]1[CH:3]=[C:4]([C:12]2[S:16][N:15]=[C:14]([C:17]3[C:18]([CH2:36][CH3:37])=[C:19]([CH2:23][CH:24]4[CH2:25][CH2:26][N:27]([CH2:30][C:31]([OH:33])=[O:32])[CH2:28][CH2:29]4)[CH:20]=[CH:21][CH:22]=3)[N:13]=2)[CH:5]=[CH:6][C:7]=1[O:8][CH:9]([CH3:11])[CH3:10], predict the reactants needed to synthesize it. The reactants are: [Cl:1][C:2]1[CH:3]=[C:4]([C:12]2[S:16][N:15]=[C:14]([C:17]3[C:18]([CH2:36][CH3:37])=[C:19]([CH2:23][CH:24]4[CH2:29][CH2:28][N:27]([CH2:30][C:31]([O:33]CC)=[O:32])[CH2:26][CH2:25]4)[CH:20]=[CH:21][CH:22]=3)[N:13]=2)[CH:5]=[CH:6][C:7]=1[O:8][CH:9]([CH3:11])[CH3:10].[OH-].[Na+]. (4) Given the product [OH:8][C:5]1[CH:4]=[C:3]2[C:2](=[CH:7][CH:6]=1)[N:1]=[C:28]([CH2:27][CH:26]([CH3:33])[CH3:25])[C:29]([C:30]#[N:31])=[C:16]2[C:18]1[CH:23]=[CH:22][CH:21]=[C:20]([CH3:24])[CH:19]=1, predict the reactants needed to synthesize it. The reactants are: [NH2:1][C:2]1[CH:7]=[CH:6][C:5]([O:8][Si](C(C)(C)C)(C)C)=[CH:4][C:3]=1[C:16]([C:18]1[CH:23]=[CH:22][CH:21]=[C:20]([CH3:24])[CH:19]=1)=O.[CH3:25][CH:26]([CH3:33])[CH2:27][C:28](=O)[CH2:29][C:30]#[N:31].CS(O)(=O)=O. (5) Given the product [C:20]([NH:24][C:15](=[O:17])[CH:14]([O:13][C:9]1[CH:10]=[C:11]2[C:6](=[CH:7][CH:8]=1)[N:5]=[CH:4][C:3]([C:1]#[CH:2])=[CH:12]2)[S:18][CH3:19])([CH3:23])([CH3:22])[CH3:21], predict the reactants needed to synthesize it. The reactants are: [C:1]([C:3]1[CH:4]=[N:5][C:6]2[C:11]([CH:12]=1)=[CH:10][C:9]([O:13][CH:14]([S:18][CH3:19])[C:15]([OH:17])=O)=[CH:8][CH:7]=2)#[CH:2].[C:20]([NH2:24])([CH3:23])([CH3:22])[CH3:21].Cl.CN(C)CCCN=C=NCC.C(=O)([O-])O.[Na+]. (6) Given the product [C:1]([NH:9][CH2:10][C@@H:11]([C:33]([OH:35])=[O:34])[NH:12][C:13](=[O:32])[C:14]1[CH:19]=[CH:18][C:17]([C:20]([NH:22][CH2:23][C:24]2[CH:29]=[CH:28][CH:27]=[C:26]([OH:30])[CH:25]=2)=[O:21])=[CH:16][C:15]=1[Cl:31])(=[O:8])[C:2]1[CH:7]=[CH:6][CH:5]=[CH:4][CH:3]=1, predict the reactants needed to synthesize it. The reactants are: [C:1]([NH:9][CH2:10][C@@H:11]([C:33]([O:35]C)=[O:34])[NH:12][C:13](=[O:32])[C:14]1[CH:19]=[CH:18][C:17]([C:20]([NH:22][CH2:23][C:24]2[CH:29]=[CH:28][CH:27]=[C:26]([OH:30])[CH:25]=2)=[O:21])=[CH:16][C:15]=1[Cl:31])(=[O:8])[C:2]1[CH:7]=[CH:6][CH:5]=[CH:4][CH:3]=1.[OH-].[Li+].